This data is from Retrosynthesis with 50K atom-mapped reactions and 10 reaction types from USPTO. The task is: Predict the reactants needed to synthesize the given product. (1) Given the product O=S(=O)(CC(F)(F)F)c1ccc(-c2ccc3cc(O)ccc3c2Oc2ccc(OCCN3CCCCC3)cc2)cc1, predict the reactants needed to synthesize it. The reactants are: COc1ccc2c(Oc3ccc(OCCN4CCCCC4)cc3)c(-c3ccc(S(=O)(=O)CC(F)(F)F)cc3)ccc2c1. (2) Given the product CCCC(CCC)NC(=O)c1ccc(O)c(O)c1, predict the reactants needed to synthesize it. The reactants are: CCCC(N)CCC.O=C(O)c1ccc(O)c(O)c1. (3) Given the product OC(c1ccc(N2CCN[C@H](C3CC3)C2)cc1)(C(F)(F)F)C(F)(F)F, predict the reactants needed to synthesize it. The reactants are: C1CN[C@H](C2CC2)CN1.OC(c1ccc(Br)cc1)(C(F)(F)F)C(F)(F)F. (4) Given the product O=C(NC1CCCCC1)C1CCCC(Oc2ccccc2Cl)C1, predict the reactants needed to synthesize it. The reactants are: O=C(NC1CCCCC1)C1CCCC(O)C1.Oc1ccccc1Cl. (5) Given the product CCC#CCCOC(=O)CCC, predict the reactants needed to synthesize it. The reactants are: CCC#CCCO.CCCC(=O)O.